This data is from Reaction yield outcomes from USPTO patents with 853,638 reactions. The task is: Predict the reaction yield, written as a fraction of the theoretical maximum amount of product (1.0 means a 100% yield; for example, 0.34 means a 34% yield). The reactants are [CH2:1]([O:8][C:9]([NH:11][C@H:12]([C:25]([NH:27][NH:28][C:29](=[O:36])[C:30]1[CH:35]=[CH:34][CH:33]=[CH:32][CH:31]=1)=O)[CH2:13][CH2:14][CH2:15][CH2:16][NH:17][C:18](=[O:24])[O:19][C:20]([CH3:23])([CH3:22])[CH3:21])=[O:10])[C:2]1[CH:7]=[CH:6][CH:5]=[CH:4][CH:3]=1.S(Cl)(Cl)=O.N1C=CC=CC=1. The catalyst is C1COCC1. The product is [CH2:1]([O:8][C:9]([NH:11][C@H:12]([C:25]1[O:36][C:29]([C:30]2[CH:35]=[CH:34][CH:33]=[CH:32][CH:31]=2)=[N:28][N:27]=1)[CH2:13][CH2:14][CH2:15][CH2:16][NH:17][C:18](=[O:24])[O:19][C:20]([CH3:22])([CH3:21])[CH3:23])=[O:10])[C:2]1[CH:7]=[CH:6][CH:5]=[CH:4][CH:3]=1. The yield is 0.290.